From a dataset of Reaction yield outcomes from USPTO patents with 853,638 reactions. Predict the reaction yield, written as a fraction of the theoretical maximum amount of product (1.0 means a 100% yield; for example, 0.34 means a 34% yield). (1) The reactants are [CH2:1]([N:8]1[C:12]2[CH:13]=[C:14]([F:17])[CH:15]=[CH:16][C:11]=2[N:10]=[C:9]1[C@@H:18]([NH2:20])[CH3:19])[C:2]1[CH:7]=[CH:6][CH:5]=[CH:4][CH:3]=1.Cl[C:22]1[N:30]=[CH:29][N:28]=[C:27]2[C:23]=1[N:24]=[CH:25][N:26]2C1CCCCO1.CCN(C(C)C)C(C)C. The catalyst is CC(O)C. The product is [CH2:1]([N:8]1[C:12]2[CH:13]=[C:14]([F:17])[CH:15]=[CH:16][C:11]=2[N:10]=[C:9]1[C@@H:18]([NH:20][C:22]1[N:30]=[CH:29][N:28]=[C:27]2[C:23]=1[N:24]=[CH:25][NH:26]2)[CH3:19])[C:2]1[CH:3]=[CH:4][CH:5]=[CH:6][CH:7]=1. The yield is 0.310. (2) The reactants are [N+:1]([C:4]1[CH:17]=[CH:16][C:7]([CH2:8][C:9]2[CH:14]=[CH:13][C:12]([NH2:15])=[CH:11][CH:10]=2)=[CH:6][CH:5]=1)([O-:3])=[O:2].[C:18]([S-:20])#[N:19].[K+].BrBr. The catalyst is C(O)(=O)C. The product is [N+:1]([C:4]1[CH:5]=[CH:6][C:7]([CH2:8][C:9]2[CH:14]=[CH:13][C:12]3[N:15]=[C:18]([NH2:19])[S:20][C:11]=3[CH:10]=2)=[CH:16][CH:17]=1)([O-:3])=[O:2]. The yield is 0.600.